From a dataset of KCNQ2 potassium channel screen with 302,405 compounds. Binary Classification. Given a drug SMILES string, predict its activity (active/inactive) in a high-throughput screening assay against a specified biological target. (1) The molecule is S(=O)(=O)(NC(Cc1ccccc1)C(=O)NC(CC)C)c1cc2CCC(=O)Nc2cc1. The result is 0 (inactive). (2) The compound is N1(N=C(CC1(C)C)C)C(c1ccccc1)C#N. The result is 0 (inactive). (3) The molecule is Clc1ccc(c2nc(NCCCO)c3c(n2)cccc3)cc1. The result is 0 (inactive). (4) The result is 0 (inactive). The molecule is OCC1(CCN(CC1)Cc1ccc(cc1)C(OC)=O)CCOc1ccccc1. (5) The drug is S1(=O)(=O)CC(NC(=O)Nc2cc(ccc2)C)(CC1)C. The result is 0 (inactive). (6) The drug is O1C(CN(C(=O)N2CCC(CC2)C(=O)NCCc2cc(OC)c(OC)cc2)c2c1cccc2)CC. The result is 0 (inactive). (7) The drug is O(c1c2c(c3n(c(c(c3c1)C(O)=O)C)c1ccc(OC)cc1)cccc2)C. The result is 0 (inactive). (8) The drug is S(c1n(c(nn1)c1ccc(OC)cc1)C)Cc1nc(sc1)N. The result is 0 (inactive). (9) The drug is O=C1NCCNC1CC(=O)Nc1ccc(N(C)C)cc1. The result is 0 (inactive). (10) The compound is Clc1cc(NC(=O)C2CN(CCC2)c2ncnc3n4CCCCCc4nc23)c(OC)cc1. The result is 0 (inactive).